From a dataset of Full USPTO retrosynthesis dataset with 1.9M reactions from patents (1976-2016). Predict the reactants needed to synthesize the given product. (1) Given the product [F:1][C:2]1[CH:3]=[CH:4][C:5]([NH:8][C:9](=[O:31])[CH2:10][SH:11])=[N:6][CH:7]=1, predict the reactants needed to synthesize it. The reactants are: [F:1][C:2]1[CH:3]=[CH:4][C:5]([NH:8][C:9](=[O:31])[CH2:10][S:11]C(C2C=CC=CC=2)(C2C=CC=CC=2)C2C=CC=CC=2)=[N:6][CH:7]=1.FC(F)(F)C(O)=O. (2) Given the product [Cl:35][C:30]1[CH:29]=[C:28]([CH:33]=[CH:32][C:31]=1[Cl:34])[CH2:27][N:23]1[CH2:24][CH2:25][O:26][C@@H:21]([CH2:20][NH:19][C:17](=[O:18])[CH2:16][S:15][C:12]2[N:13]=[N:14][C:9]([CH3:8])=[CH:10][CH:11]=2)[CH2:22]1, predict the reactants needed to synthesize it. The reactants are: C(OC([CH:8](C(OC(C)(C)C)=O)[C:9]1[N:14]=[N:13][C:12]([S:15][CH2:16][C:17]([NH:19][CH2:20][C@@H:21]2[O:26][CH2:25][CH2:24][N:23]([CH2:27][C:28]3[CH:33]=[CH:32][C:31]([Cl:34])=[C:30]([Cl:35])[CH:29]=3)[CH2:22]2)=[O:18])=[CH:11][CH:10]=1)=O)(C)(C)C.[OH-].[Na+].